Binary Classification. Given a drug SMILES string, predict its activity (active/inactive) in a high-throughput screening assay against a specified biological target. From a dataset of HIV replication inhibition screening data with 41,000+ compounds from the AIDS Antiviral Screen. (1) The compound is COc1ccc(Cc2nnc3nc(OC)c(-c4ccc(OC)cc4)n3n2)cc1. The result is 0 (inactive). (2) The drug is CCN(CC)C(=O)C(C)n1cc(C)c(=O)[nH]c1=O. The result is 0 (inactive).